This data is from Reaction yield outcomes from USPTO patents with 853,638 reactions. The task is: Predict the reaction yield, written as a fraction of the theoretical maximum amount of product (1.0 means a 100% yield; for example, 0.34 means a 34% yield). (1) The reactants are [Br:1][C:2]1[CH:3]=[C:4]2[C:8](=[CH:9][CH:10]=1)[NH:7][C:6](=[O:11])[CH2:5]2.[CH:12]([C:14]1[NH:18][C:17]([CH:19]([CH3:21])[CH3:20])=[C:16]([C:22]([OH:24])=[O:23])[C:15]=1[C:25]1[CH:30]=[CH:29][CH:28]=[CH:27][CH:26]=1)=O. No catalyst specified. The product is [Br:1][C:2]1[CH:3]=[C:4]2[C:8](=[CH:9][CH:10]=1)[NH:7][C:6](=[O:11])[C:5]2=[CH:12][C:14]1[NH:18][C:17]([CH:19]([CH3:21])[CH3:20])=[C:16]([C:22]([OH:24])=[O:23])[C:15]=1[C:25]1[CH:30]=[CH:29][CH:28]=[CH:27][CH:26]=1. The yield is 0.580. (2) The reactants are [F-].C([N+](CCCC)(CCCC)CCCC)CCC.[N:19]1[CH:24]=[CH:23][C:22]([C:25]2[CH:32]=[CH:31][C:28]([CH:29]=[O:30])=[CH:27][CH:26]=2)=[CH:21][CH:20]=1.[F:33][C:34]([Si](C)(C)C)([F:36])[F:35].Cl. The catalyst is C1COCC1. The product is [F:33][C:34]([F:36])([F:35])[CH:29]([C:28]1[CH:31]=[CH:32][C:25]([C:22]2[CH:23]=[CH:24][N:19]=[CH:20][CH:21]=2)=[CH:26][CH:27]=1)[OH:30]. The yield is 0.510. (3) The reactants are CC(C)(C)C([O:5][CH2:6][CH2:7][CH2:8][CH2:9][N:10]1[C:14]2[CH:15]=[CH:16][C:17]([CH2:19][NH:20][CH2:21][CH2:22][CH2:23][NH2:24])=[CH:18][C:13]=2[N:12]=[C:11]1[CH2:25][N:26]1[C:35]2[C:30](=[CH:31][CH:32]=[CH:33][CH:34]=2)[CH2:29][N:28]([CH3:36])[C:27]1=[O:37])=O.C([O-])([O-])=O.[K+].[K+]. The catalyst is CO. The product is [NH2:24][CH2:23][CH2:22][CH2:21][NH:20][CH2:19][C:17]1[CH:16]=[CH:15][C:14]2[N:10]([CH2:9][CH2:8][CH2:7][CH2:6][OH:5])[C:11]([CH2:25][N:26]3[C:35]4[C:30](=[CH:31][CH:32]=[CH:33][CH:34]=4)[CH2:29][N:28]([CH3:36])[C:27]3=[O:37])=[N:12][C:13]=2[CH:18]=1. The yield is 0.460. (4) The reactants are C[O-].[Na+].Br[CH2:5][C:6]([C:8]1[CH:13]=[CH:12][C:11]([Cl:14])=[CH:10][CH:9]=1)=[O:7].[C:15]([CH2:17][C:18]([NH:20][CH:21]1[CH2:26][CH2:25][CH2:24][CH2:23][CH2:22]1)=[O:19])#[N:16]. The catalyst is CO. The product is [Cl:14][C:11]1[CH:12]=[CH:13][C:8]([C:6](=[O:7])[CH2:5][CH:17]([C:15]#[N:16])[C:18]([NH:20][CH:21]2[CH2:22][CH2:23][CH2:24][CH2:25][CH2:26]2)=[O:19])=[CH:9][CH:10]=1. The yield is 0.535. (5) The reactants are [I:1][C:2]1[CH:3]=[N:4][NH:5][CH:6]=1.C1COCC1.C(N(CC)CC)C.Cl[Si:20]([CH3:23])([CH3:22])[CH3:21]. The catalyst is CCCCCCC. The product is [CH3:21][Si:20]([CH3:23])([CH3:22])[N:4]1[CH:3]=[C:2]([I:1])[CH:6]=[N:5]1. The yield is 0.960.